From a dataset of Forward reaction prediction with 1.9M reactions from USPTO patents (1976-2016). Predict the product of the given reaction. (1) Given the reactants Cl[C:2]1[CH:7]=[CH:6][N+:5]([O-:8])=[CH:4][CH:3]=1.[F:9][C:10]([F:21])([F:20])[C:11]1[CH:16]=[CH:15][C:14](B(O)O)=[CH:13][CH:12]=1.C(=O)([O-])[O-].[Na+].[Na+], predict the reaction product. The product is: [F:9][C:10]([F:21])([F:20])[C:11]1[CH:16]=[CH:15][C:14]([C:2]2[CH:7]=[CH:6][N+:5]([O-:8])=[CH:4][CH:3]=2)=[CH:13][CH:12]=1. (2) Given the reactants CC(C)([O-])C.[K+].[NH2:7][C:8]1[C:12]([C:13]([O:15][CH2:16][CH3:17])=[O:14])=[CH:11][NH:10][N:9]=1.Cl[C:19]1[N:24]=[CH:23][CH:22]=[CH:21][N:20]=1, predict the reaction product. The product is: [NH2:7][C:8]1[C:12]([C:13]([O:15][CH2:16][CH3:17])=[O:14])=[CH:11][N:10]([C:19]2[N:24]=[CH:23][CH:22]=[CH:21][N:20]=2)[N:9]=1. (3) Given the reactants OS(O)(=O)=O.[CH:6]1[C:15]2[C:10](=[CH:11][CH:12]=[CH:13][CH:14]=2)[CH:9]=[CH:8][N:7]=1.C1C(=O)N([Br:23])C(=O)C1, predict the reaction product. The product is: [Br:23][C:11]1[CH:12]=[CH:13][CH:14]=[C:15]2[C:10]=1[CH:9]=[CH:8][N:7]=[CH:6]2. (4) Given the reactants [CH3:1][S:2]([C:5]1[CH:10]=[CH:9][C:8]([NH:11][C:12]2[C:17]([N+:18]([O-:20])=[O:19])=[C:16]([O:21][CH:22]3[CH2:27][CH2:26][NH:25][CH2:24][CH2:23]3)[N:15]=[CH:14][N:13]=2)=[CH:7][CH:6]=1)(=[O:4])=[O:3].C(N(CC)CC)C.[CH3:35][N:36]1[CH:40]=[C:39]([S:41](Cl)(=[O:43])=[O:42])[N:38]=[CH:37]1, predict the reaction product. The product is: [CH3:1][S:2]([C:5]1[CH:10]=[CH:9][C:8]([NH:11][C:12]2[C:17]([N+:18]([O-:20])=[O:19])=[C:16]([O:21][CH:22]3[CH2:27][CH2:26][N:25]([S:41]([C:39]4[N:38]=[CH:37][N:36]([CH3:35])[CH:40]=4)(=[O:43])=[O:42])[CH2:24][CH2:23]3)[N:15]=[CH:14][N:13]=2)=[CH:7][CH:6]=1)(=[O:4])=[O:3].